From a dataset of Forward reaction prediction with 1.9M reactions from USPTO patents (1976-2016). Predict the product of the given reaction. (1) Given the reactants [F:1][C:2]1[CH:35]=[CH:34][C:33]([F:36])=[CH:32][C:3]=1[O:4][CH2:5][CH2:6][CH2:7][O:8][C:9]1[CH:14]=[CH:13][C:12]([CH:15]2[CH2:20][CH2:19][N:18]([C:21]([O:23][CH2:24][C:25]3[CH:30]=[CH:29][CH:28]=[CH:27][CH:26]=3)=[O:22])[CH2:17][CH:16]2[OH:31])=[CH:11][CH:10]=1.Cl[CH2:38][C:39]1[CH:40]=[CH:41][C:42]2[O:47][CH2:46][C:45](=[O:48])[N:44]([CH2:49][CH2:50][O:51][Si:52]([CH:59]([CH3:61])[CH3:60])([CH:56]([CH3:58])[CH3:57])[CH:53]([CH3:55])[CH3:54])[C:43]=2[CH:62]=1, predict the reaction product. The product is: [F:1][C:2]1[CH:35]=[CH:34][C:33]([F:36])=[CH:32][C:3]=1[O:4][CH2:5][CH2:6][CH2:7][O:8][C:9]1[CH:14]=[CH:13][C:12]([CH:15]2[CH2:20][CH2:19][N:18]([C:21]([O:23][CH2:24][C:25]3[CH:26]=[CH:27][CH:28]=[CH:29][CH:30]=3)=[O:22])[CH2:17][CH:16]2[O:31][CH2:38][C:39]2[CH:40]=[CH:41][C:42]3[O:47][CH2:46][C:45](=[O:48])[N:44]([CH2:49][CH2:50][O:51][Si:52]([CH:53]([CH3:55])[CH3:54])([CH:56]([CH3:58])[CH3:57])[CH:59]([CH3:61])[CH3:60])[C:43]=3[CH:62]=2)=[CH:11][CH:10]=1. (2) Given the reactants [NH2:1][C@@H:2]([C:13]([O:15][CH2:16][CH3:17])=[O:14])[CH2:3][C:4]1[C:12]2[C:7](=[CH:8][CH:9]=[CH:10][CH:11]=2)[NH:6][CH:5]=1.Cl.[NH:19]([C:31]([O:33][CH2:34][C:35]1[CH:40]=[CH:39][CH:38]=[CH:37][CH:36]=1)=[O:32])[C@@H:20]([C:26]([O:28][CH2:29][CH3:30])=[O:27])[CH2:21][CH2:22][C:23](=O)[OH:24].C1C=C2N=NN(O)C2=CC=1.O.CCN=C=NCCCN(C)C.Cl.CCN(C(C)C)C(C)C, predict the reaction product. The product is: [NH:19]([C:31]([O:33][CH2:34][C:35]1[CH:36]=[CH:37][CH:38]=[CH:39][CH:40]=1)=[O:32])[C@@H:20]([C:26]([O:28][CH2:29][CH3:30])=[O:27])[CH2:21][CH2:22][C:23]([NH:1][C@@H:2]([C:13]([O:15][CH2:16][CH3:17])=[O:14])[CH2:3][C:4]1[C:12]2[C:7](=[CH:8][CH:9]=[CH:10][CH:11]=2)[NH:6][CH:5]=1)=[O:24].